This data is from Peptide-MHC class I binding affinity with 185,985 pairs from IEDB/IMGT. The task is: Regression. Given a peptide amino acid sequence and an MHC pseudo amino acid sequence, predict their binding affinity value. This is MHC class I binding data. (1) The peptide sequence is RMYSPVSIL. The MHC is BoLA-D18.4 with pseudo-sequence BoLA-D18.4. The binding affinity (normalized) is 1.00. (2) The peptide sequence is HMVRCCKVY. The MHC is HLA-A03:01 with pseudo-sequence HLA-A03:01. The binding affinity (normalized) is 0.447. (3) The peptide sequence is KRHSTKYHL. The MHC is HLA-A01:01 with pseudo-sequence HLA-A01:01. The binding affinity (normalized) is 0. (4) The peptide sequence is YTKIVTNIL. The MHC is HLA-B27:05 with pseudo-sequence HLA-B27:05. The binding affinity (normalized) is 0.213. (5) The peptide sequence is RMPEAAPPV. The MHC is HLA-A02:01 with pseudo-sequence HLA-A02:01. The binding affinity (normalized) is 0.834. (6) The peptide sequence is WQFAIHYSF. The MHC is HLA-A02:06 with pseudo-sequence HLA-A02:06. The binding affinity (normalized) is 0.599. (7) The peptide sequence is VPHFKVGWAWW. The MHC is Mamu-B17 with pseudo-sequence Mamu-B17. The binding affinity (normalized) is 0.359. (8) The peptide sequence is IIVDSQYVM. The MHC is HLA-B51:01 with pseudo-sequence HLA-B51:01. The binding affinity (normalized) is 0.253. (9) The peptide sequence is VISLLSMIT. The MHC is HLA-A02:01 with pseudo-sequence HLA-A02:01. The binding affinity (normalized) is 0.213. (10) The peptide sequence is GLTPEQKAY. The MHC is HLA-A31:01 with pseudo-sequence HLA-A31:01. The binding affinity (normalized) is 0.